This data is from NCI-60 drug combinations with 297,098 pairs across 59 cell lines. The task is: Regression. Given two drug SMILES strings and cell line genomic features, predict the synergy score measuring deviation from expected non-interaction effect. (1) Drug 1: C1=CC(=CC=C1CC(C(=O)O)N)N(CCCl)CCCl.Cl. Drug 2: CC1=C(C(=CC=C1)Cl)NC(=O)C2=CN=C(S2)NC3=CC(=NC(=N3)C)N4CCN(CC4)CCO. Cell line: M14. Synergy scores: CSS=-12.6, Synergy_ZIP=7.03, Synergy_Bliss=9.00, Synergy_Loewe=-7.59, Synergy_HSA=-6.68. (2) Drug 1: COC1=C(C=C2C(=C1)N=CN=C2NC3=CC(=C(C=C3)F)Cl)OCCCN4CCOCC4. Drug 2: CC1C(C(CC(O1)OC2CC(OC(C2O)C)OC3=CC4=CC5=C(C(=O)C(C(C5)C(C(=O)C(C(C)O)O)OC)OC6CC(C(C(O6)C)O)OC7CC(C(C(O7)C)O)OC8CC(C(C(O8)C)O)(C)O)C(=C4C(=C3C)O)O)O)O. Cell line: MALME-3M. Synergy scores: CSS=15.2, Synergy_ZIP=7.28, Synergy_Bliss=12.2, Synergy_Loewe=12.7, Synergy_HSA=12.1. (3) Drug 1: CS(=O)(=O)C1=CC(=C(C=C1)C(=O)NC2=CC(=C(C=C2)Cl)C3=CC=CC=N3)Cl. Drug 2: CC1C(C(CC(O1)OC2CC(CC3=C2C(=C4C(=C3O)C(=O)C5=C(C4=O)C(=CC=C5)OC)O)(C(=O)CO)O)N)O.Cl. Cell line: HCC-2998. Synergy scores: CSS=43.7, Synergy_ZIP=0.346, Synergy_Bliss=1.98, Synergy_Loewe=-26.7, Synergy_HSA=2.46. (4) Drug 1: CCCCCOC(=O)NC1=NC(=O)N(C=C1F)C2C(C(C(O2)C)O)O. Drug 2: C1CN(P(=O)(OC1)NCCCl)CCCl. Cell line: KM12. Synergy scores: CSS=-0.661, Synergy_ZIP=-0.202, Synergy_Bliss=-2.48, Synergy_Loewe=0.481, Synergy_HSA=-3.40. (5) Drug 1: CCCCC(=O)OCC(=O)C1(CC(C2=C(C1)C(=C3C(=C2O)C(=O)C4=C(C3=O)C=CC=C4OC)O)OC5CC(C(C(O5)C)O)NC(=O)C(F)(F)F)O. Drug 2: B(C(CC(C)C)NC(=O)C(CC1=CC=CC=C1)NC(=O)C2=NC=CN=C2)(O)O. Cell line: SK-MEL-28. Synergy scores: CSS=91.4, Synergy_ZIP=10.7, Synergy_Bliss=10.2, Synergy_Loewe=7.10, Synergy_HSA=11.4. (6) Drug 1: CC12CCC3C(C1CCC2NC(=O)OCC(F)(F)F)CCC4C3(C=CC(=O)N4C)C. Drug 2: C1=CC=C(C=C1)NC(=O)CCCCCCC(=O)NO. Cell line: OVCAR3. Synergy scores: CSS=61.5, Synergy_ZIP=4.05, Synergy_Bliss=9.15, Synergy_Loewe=-12.0, Synergy_HSA=8.09.